The task is: Predict which catalyst facilitates the given reaction.. This data is from Catalyst prediction with 721,799 reactions and 888 catalyst types from USPTO. (1) Reactant: Cl[C:2]1[CH:7]=[C:6]([C:8]2[CH:13]=[CH:12][CH:11]=[CH:10][C:9]=2[C:14]([F:17])([F:16])[F:15])[N:5]=[C:4]([NH2:18])[C:3]=1[N+:19]([O-:21])=[O:20].C([O-])([O-])=O.[K+].[K+].[NH:28]1[CH2:33][CH2:32][O:31][CH2:30][CH2:29]1. Product: [N:28]1([C:2]2[CH:7]=[C:6]([C:8]3[CH:13]=[CH:12][CH:11]=[CH:10][C:9]=3[C:14]([F:17])([F:16])[F:15])[N:5]=[C:4]([NH2:18])[C:3]=2[N+:19]([O-:21])=[O:20])[CH2:33][CH2:32][O:31][CH2:30][CH2:29]1. The catalyst class is: 18. (2) Reactant: C1(P(C2C=CC=CC=2)C2C=CC=CC=2)C=CC=CC=1.[Cl:20][C:21]1[C:28]([O:29][CH3:30])=[CH:27][C:24]([CH2:25]O)=[C:23]([F:31])[CH:22]=1.C(Br)(Br)(Br)[Br:33]. Product: [Cl:20][C:21]1[C:28]([O:29][CH3:30])=[CH:27][C:24]([CH2:25][Br:33])=[C:23]([F:31])[CH:22]=1. The catalyst class is: 7.